This data is from Full USPTO retrosynthesis dataset with 1.9M reactions from patents (1976-2016). The task is: Predict the reactants needed to synthesize the given product. (1) Given the product [CH3:18][C:10]1[CH:11]=[C:12]([CH:13]=[CH:14][C:9]=1[N:5]1[CH2:4][C@@H:3]2[CH2:8][C@H:6]1[CH2:7][N:2]2[CH3:1])[NH2:15], predict the reactants needed to synthesize it. The reactants are: [CH3:1][N:2]1[CH2:7][C@@H:6]2[CH2:8][C@H:3]1[CH2:4][N:5]2[C:9]1[CH:14]=[CH:13][C:12]([N+:15]([O-])=O)=[CH:11][C:10]=1[CH3:18]. (2) Given the product [ClH:36].[N:27]1([CH2:33][CH2:34][NH:35][C:2]2[CH:3]=[CH:4][CH:5]=[C:6]3[C:11]=2[N:10]=[CH:9][C:8]([S:12]([C:15]2[CH:20]=[CH:19][CH:18]=[CH:17][CH:16]=2)(=[O:14])=[O:13])=[CH:7]3)[CH2:32][CH2:31][O:30][CH2:29][CH2:28]1, predict the reactants needed to synthesize it. The reactants are: F[C:2]1[CH:3]=[CH:4][CH:5]=[C:6]2[C:11]=1[N:10]=[CH:9][C:8]([S:12]([C:15]1[CH:20]=[CH:19][CH:18]=[CH:17][CH:16]=1)(=[O:14])=[O:13])=[CH:7]2.C(=O)([O-])[O-].[K+].[K+].[N:27]1([CH2:33][CH2:34][NH2:35])[CH2:32][CH2:31][O:30][CH2:29][CH2:28]1.[ClH:36].